Task: Binary Classification. Given a drug SMILES string, predict its activity (active/inactive) in a high-throughput screening assay against a specified biological target.. Dataset: HIV replication inhibition screening data with 41,000+ compounds from the AIDS Antiviral Screen (1) The molecule is NC(=O)c1sc2nc3ccccc3n2c1N. The result is 0 (inactive). (2) The result is 0 (inactive). The compound is CC(CCC1(O)OC2CC3C4CC=C5CC(OC6OC(CO)C(OC7OC(C)C(O)C(O)C7O)C(O)C6OC6OC(C)C(O)C(O)C6O)CCC5(C)C4CCC3(C)C2C1C)COC1OC(CO)C(O)C(O)C1O. (3) The compound is COc1ccc(-c2cc(-c3ccccc3)nc(S)c2C#N)cc1. The result is 0 (inactive). (4) The molecule is CC(=O)OC(OC(C)=O)c1ncccc1C(=O)OC(C)C. The result is 0 (inactive). (5) The molecule is O=C(NCCc1ccccc1)C1CCCCC1CCO. The result is 0 (inactive).